The task is: Predict which catalyst facilitates the given reaction.. This data is from Catalyst prediction with 721,799 reactions and 888 catalyst types from USPTO. (1) Reactant: [CH3:1][N:2]([CH2:33][CH2:34][C:35]([O:37]C(C)(C)C)=[O:36])[C:3](=[O:32])[C:4]1[CH:9]=[CH:8][C:7]([CH:10]([NH:14][C:15]2[CH:16]=[N:17][C:18]([N:21]3[CH:25]=[C:24]([C:26]4[CH:31]=[CH:30][CH:29]=[CH:28][CH:27]=4)[CH:23]=[N:22]3)=[CH:19][CH:20]=2)[CH2:11][CH2:12][CH3:13])=[CH:6][CH:5]=1.C(O)(C(F)(F)F)=O.CC#N. Product: [CH3:1][N:2]([CH2:33][CH2:34][C:35]([OH:37])=[O:36])[C:3](=[O:32])[C:4]1[CH:9]=[CH:8][C:7]([CH:10]([NH:14][C:15]2[CH:16]=[N:17][C:18]([N:21]3[CH:25]=[C:24]([C:26]4[CH:27]=[CH:28][CH:29]=[CH:30][CH:31]=4)[CH:23]=[N:22]3)=[CH:19][CH:20]=2)[CH2:11][CH2:12][CH3:13])=[CH:6][CH:5]=1. The catalyst class is: 6. (2) Reactant: [Br:1][C:2]1[CH:7]=[CH:6][C:5]([O:8]C)=[C:4]([O:10][CH:11]2[CH2:13][CH2:12]2)[CH:3]=1.B(Br)(Br)Br. Product: [Br:1][C:2]1[CH:7]=[CH:6][C:5]([OH:8])=[C:4]([O:10][CH:11]2[CH2:13][CH2:12]2)[CH:3]=1. The catalyst class is: 4. (3) Reactant: [O:1]=[C:2]1[CH:11]=[CH:10][C:9]2[C:4](=[CH:5][N:6]=[CH:7][CH:8]=2)[N:3]1[CH2:12][CH2:13][CH2:14][C:15]1([C:28]([O:30][CH2:31][CH3:32])=[O:29])[CH2:20][CH2:19][N:18](C(OC(C)(C)C)=O)[CH2:17][CH2:16]1.[ClH:33].C(OCC)(=O)C. Product: [ClH:33].[O:1]=[C:2]1[CH:11]=[CH:10][C:9]2[C:4](=[CH:5][N:6]=[CH:7][CH:8]=2)[N:3]1[CH2:12][CH2:13][CH2:14][C:15]1([C:28]([O:30][CH2:31][CH3:32])=[O:29])[CH2:20][CH2:19][NH:18][CH2:17][CH2:16]1. The catalyst class is: 8. (4) Reactant: CN(C(ON1N=N[C:11]2[CH:12]=[CH:13]C=N[C:10]1=2)=[N+](C)C)C.F[P-](F)(F)(F)(F)F.[NH2:25][C@H:26]([C:39](=[O:63])[NH:40][C@@H:41]([CH2:52]C1C2C(=CC=CC=2)N(C)C=1)[C:42](=[O:51])[NH:43][CH2:44][CH2:45][CH2:46][CH2:47][C:48]([OH:50])=O)[CH2:27][CH2:28][CH2:29][CH2:30][NH:31][C:32](=[O:38])[O:33][C:34]([CH3:37])([CH3:36])[CH3:35].C[CH2:65][N:66]([CH2:69][CH3:70])[CH2:67][CH3:68]. Product: [CH3:65][N:66]1[C:69]2[C:70](=[CH:10][CH:11]=[CH:12][CH:13]=2)[C:68]([CH2:52][C@H:41]2[C:42](=[O:51])[NH:43][CH2:44][CH2:45][CH2:46][CH2:47][C:48](=[O:50])[NH:25][C@@H:26]([CH2:27][CH2:28][CH2:29][CH2:30][NH:31][C:32](=[O:38])[O:33][C:34]([CH3:35])([CH3:36])[CH3:37])[C:39](=[O:63])[NH:40]2)=[CH:67]1. The catalyst class is: 3. (5) The catalyst class is: 61. Reactant: [F:1][CH:2]([F:39])[C:3]1[N:7]([C:8]2[N:13]=[C:12]([N:14]3[CH2:19][CH2:18][O:17][CH2:16][CH2:15]3)[N:11]=[C:10]([N:20]([CH:27]3[CH2:32][CH2:31][NH:30][CH2:29][CH2:28]3)[CH2:21][CH2:22][CH2:23][N:24]([CH3:26])[CH3:25])[N:9]=2)[C:6]2[CH:33]=[CH:34][CH:35]=[C:36]([O:37][CH3:38])[C:5]=2[N:4]=1.[Cl:40][CH2:41][S:42](Cl)(=[O:44])=[O:43].C([O-])([O-])=O.[K+].[K+].Cl. Product: [ClH:40].[Cl:40][CH2:41][S:42]([N:30]1[CH2:31][CH2:32][CH:27]([N:20]([C:10]2[N:9]=[C:8]([N:7]3[C:6]4[CH:33]=[CH:34][CH:35]=[C:36]([O:37][CH3:38])[C:5]=4[N:4]=[C:3]3[CH:2]([F:1])[F:39])[N:13]=[C:12]([N:14]3[CH2:15][CH2:16][O:17][CH2:18][CH2:19]3)[N:11]=2)[CH2:21][CH2:22][CH2:23][N:24]([CH3:25])[CH3:26])[CH2:28][CH2:29]1)(=[O:44])=[O:43].